Predict the reaction yield, written as a fraction of the theoretical maximum amount of product (1.0 means a 100% yield; for example, 0.34 means a 34% yield). From a dataset of Reaction yield outcomes from USPTO patents with 853,638 reactions. (1) The reactants are C([S:4][CH:5]1[CH2:9][CH2:8][N:7]([C:10]([O:12][C:13]([CH3:16])([CH3:15])[CH3:14])=[O:11])[CH2:6]1)(=O)C.C[S-].[Na+].Cl. The catalyst is CO. The product is [SH:4][CH:5]1[CH2:9][CH2:8][N:7]([C:10]([O:12][C:13]([CH3:16])([CH3:15])[CH3:14])=[O:11])[CH2:6]1. The yield is 0.984. (2) The reactants are [NH:1]1[CH2:6][CH2:5][O:4][CH2:3][C@H:2]1[CH2:7][CH2:8][OH:9].[C:10]1([CH:16]([C:22]2[CH:27]=[CH:26][CH:25]=[CH:24][CH:23]=2)[N:17]2[CH2:20][C:19](=O)[CH2:18]2)[CH:15]=[CH:14][CH:13]=[CH:12][CH:11]=1.C(O)(=O)C.C([BH3-])#N.C[NH+](C)C. The catalyst is CO. The product is [C:10]1([CH:16]([C:22]2[CH:27]=[CH:26][CH:25]=[CH:24][CH:23]=2)[N:17]2[CH2:20][CH:19]([N:1]3[CH2:6][CH2:5][O:4][CH2:3][C@H:2]3[CH2:7][CH2:8][OH:9])[CH2:18]2)[CH:11]=[CH:12][CH:13]=[CH:14][CH:15]=1. The yield is 0.500. (3) The reactants are [NH2:1][C:2]1[CH:3]=[C:4]2[C:9](=[C:10]([C:12]([N:14]([CH3:16])[CH3:15])=[O:13])[CH:11]=1)[N:8]=[CH:7][C:6]([C:17]#[N:18])=[C:5]2[NH:19][C:20]1[CH:25]=[CH:24][CH:23]=[C:22]([Cl:26])[CH:21]=1.[N:27]1([CH2:33][CH:34]=O)[CH2:32][CH2:31][O:30][CH2:29][CH2:28]1.C([O-])(O)=O.[Na+].[BH3-]C#N.[Na+]. The catalyst is Cl.O.CCO. The product is [Cl:26][C:22]1[CH:21]=[C:20]([NH:19][C:5]2[C:4]3[C:9](=[C:10]([C:12]([N:14]([CH3:15])[CH3:16])=[O:13])[CH:11]=[C:2]([NH:1][CH2:34][CH2:33][N:27]4[CH2:32][CH2:31][O:30][CH2:29][CH2:28]4)[CH:3]=3)[N:8]=[CH:7][C:6]=2[C:17]#[N:18])[CH:25]=[CH:24][CH:23]=1. The yield is 0.130. (4) The yield is 0.280. The catalyst is C(OCC)(=O)C. The product is [CH2:14]([O:16][CH2:17][CH2:1][S:2][C:3]1[C:4]([C:8]2[CH:9]=[N:10][CH:11]=[CH:12][CH:13]=2)=[N:5][NH:6][CH:7]=1)[CH3:15]. The reactants are [CH3:1][S:2][C:3]1[C:4]([C:8]2[CH:9]=[N:10][CH:11]=[CH:12][CH:13]=2)=[N:5][NH:6][CH:7]=1.[CH2:14]([O:16][CH2:17]CSS[CH2:15][CH2:14][O:16][CH2:17]C)[CH3:15].IC1C(C2C=NC=CC=2)=NNC=1. (5) The reactants are C(NC(C)C)(C)C.[Li]CCCC.CCCCCC.[CH3:19][CH:20]1[N:25]([CH2:26][C:27]2[CH:32]=[CH:31][CH:30]=[CH:29][CH:28]=2)[CH:24]([C:33]#[N:34])[CH2:23][CH2:22][CH2:21]1.[O:35]=[C:36]1[CH2:39][N:38]([C:40]([O:42][C:43]([CH3:46])([CH3:45])[CH3:44])=[O:41])[CH2:37]1. The catalyst is C1COCC1. The product is [C:33]([C:24]1([C:36]2([OH:35])[CH2:37][N:38]([C:40]([O:42][C:43]([CH3:45])([CH3:44])[CH3:46])=[O:41])[CH2:39]2)[CH2:23][CH2:22][CH2:21][CH:20]([CH3:19])[N:25]1[CH2:26][C:27]1[CH:32]=[CH:31][CH:30]=[CH:29][CH:28]=1)#[N:34]. The yield is 0.0700. (6) The reactants are [F:1][C:2]1[CH:3]=[C:4]2[C:8](=[CH:9][CH:10]=1)[NH:7][C:6](=[O:11])[CH2:5]2.[CH2:12]([N:14]([CH2:29][CH3:30])[CH2:15][CH2:16][NH:17][C:18]([C:20]1[C:24]([CH3:25])=[C:23]([CH:26]=O)[NH:22][C:21]=1[CH3:28])=[O:19])[CH3:13]. No catalyst specified. The product is [CH2:29]([N:14]([CH2:12][CH3:13])[CH2:15][CH2:16][NH:17][C:18]([C:20]1[C:24]([CH3:25])=[C:23]([CH:26]=[C:5]2[C:4]3[C:8](=[CH:9][CH:10]=[C:2]([F:1])[CH:3]=3)[NH:7][C:6]2=[O:11])[NH:22][C:21]=1[CH3:28])=[O:19])[CH3:30]. The yield is 0.550. (7) The reactants are NCC(O)=O.[NH:6]1[CH2:10][CH2:9][CH2:8][C:7]1=[O:11].[O-]P([O-])([O-])=O.[K+].[K+].[K+].[F:20][C:21]1[CH:22]=[CH:23][C:24](I)=[C:25]([C:27](=[O:29])[CH3:28])[CH:26]=1. The catalyst is [Cu]I. The product is [C:27]([C:25]1[CH:26]=[C:21]([F:20])[CH:22]=[CH:23][C:24]=1[N:6]1[CH2:10][CH2:9][CH2:8][C:7]1=[O:11])(=[O:29])[CH3:28]. The yield is 0.480. (8) The reactants are [NH2:1][C:2]1[CH:3]=[C:4]([CH:21]=[CH:22][C:23]=1[O:24][CH:25]1[CH2:27][CH2:26]1)[C:5]([NH:7][C:8]1[CH:9]=[N:10][C:11]([C:14]2[CH:19]=[CH:18][CH:17]=[CH:16][C:15]=2[F:20])=[CH:12][CH:13]=1)=[O:6].[N:28]1([CH2:34][C:35](O)=[O:36])[CH2:33][CH2:32][O:31][CH2:30][CH2:29]1.C(N(C(C)C)C(C)C)C.C1CN([P+](ON2N=NC3C=CC=CC2=3)(N2CCCC2)N2CCCC2)CC1.F[P-](F)(F)(F)(F)F. The catalyst is CN(C=O)C. The product is [CH:25]1([O:24][C:23]2[CH:22]=[CH:21][C:4]([C:5]([NH:7][C:8]3[CH:9]=[N:10][C:11]([C:14]4[CH:19]=[CH:18][CH:17]=[CH:16][C:15]=4[F:20])=[CH:12][CH:13]=3)=[O:6])=[CH:3][C:2]=2[NH:1][C:35](=[O:36])[CH2:34][N:28]2[CH2:33][CH2:32][O:31][CH2:30][CH2:29]2)[CH2:26][CH2:27]1. The yield is 0.570.